Dataset: Reaction yield outcomes from USPTO patents with 853,638 reactions. Task: Predict the reaction yield, written as a fraction of the theoretical maximum amount of product (1.0 means a 100% yield; for example, 0.34 means a 34% yield). (1) The reactants are [CH2:1]([N:3]1[C:11]2[C:6](=[CH:7][CH:8]=[CH:9][CH:10]=2)[CH2:5][CH2:4]1)[CH3:2].[S:12]([Cl:16])(=O)(=[O:14])[OH:13]. The product is [CH2:1]([N:3]1[C:11]2[C:6](=[CH:7][C:8]([S:12]([Cl:16])(=[O:14])=[O:13])=[CH:9][CH:10]=2)[CH2:5][CH2:4]1)[CH3:2]. The yield is 0.0600. No catalyst specified. (2) The reactants are [Cl:1][C:2]1[CH:11]=[CH:10][C:9]2[NH:8][C:7](=O)[C:6]3[N:13]=[CH:14][N:15](CC4C=CC(OC)=CC=4OC)[C:5]=3[C:4]=2[CH:3]=1.O=P(Cl)(Cl)[Cl:29].C(N(CC)C(C)C)(C)C. No catalyst specified. The product is [Cl:29][C:7]1[C:6]2[N:13]=[CH:14][NH:15][C:5]=2[C:4]2[CH:3]=[C:2]([Cl:1])[CH:11]=[CH:10][C:9]=2[N:8]=1. The yield is 0.400.